This data is from Forward reaction prediction with 1.9M reactions from USPTO patents (1976-2016). The task is: Predict the product of the given reaction. (1) Given the reactants CC([O:5][C:6]([CH2:8][C@H:9]([NH:12]C(OCC1C2C(=CC=CC=2)C2C1=CC=CC=2)=O)[CH:10]=[O:11])=[O:7])(C)C.[NH2:30][C:31]1[CH:39]=[CH:38][C:34]([C:35]([OH:37])=O)=[CH:33][CH:32]=1.CN(C([O:47]N1N=NC2C=CC=CC1=2)=[N+](C)C)C.[B-](F)(F)(F)F.C1C=CC2N(O)N=NC=2C=1.CCN(C(C)C)C(C)C, predict the reaction product. The product is: [NH2:30][C:31]1[CH:32]=[CH:33][C:34]([C:35]([NH:12][C@H:9]([C:10]([OH:11])=[O:47])[CH2:8][C:6]([OH:5])=[O:7])=[O:37])=[CH:38][CH:39]=1. (2) The product is: [N:31]1([CH2:37][CH2:38][CH2:39][N:40]([CH2:23][C:21]2[CH:20]=[CH:19][C:18]([N+:25]([O-:27])=[O:26])=[C:17]([NH:16][C:10]3[S:11][C:12]([C:13]([NH2:15])=[O:14])=[C:8]([C:4]4[CH:5]=[CH:6][CH:7]=[C:2]([Cl:1])[CH:3]=4)[N:9]=3)[CH:22]=2)[CH2:41][CH2:42][CH2:43][N:44]2[CH2:45][CH2:46][O:47][CH2:48][CH2:49]2)[CH2:32][CH2:33][O:34][CH2:35][CH2:36]1. Given the reactants [Cl:1][C:2]1[CH:3]=[C:4]([C:8]2[N:9]=[C:10]([NH:16][C:17]3[CH:22]=[C:21]([CH:23]=O)[CH:20]=[CH:19][C:18]=3[N+:25]([O-:27])=[O:26])[S:11][C:12]=2[C:13]([NH2:15])=[O:14])[CH:5]=[CH:6][CH:7]=1.Cl.Cl.Cl.[N:31]1([CH2:37][CH2:38][CH2:39][NH:40][CH2:41][CH2:42][CH2:43][N:44]2[CH2:49][CH2:48][O:47][CH2:46][CH2:45]2)[CH2:36][CH2:35][O:34][CH2:33][CH2:32]1.C(O[BH-](OC(=O)C)OC(=O)C)(=O)C.[Na+], predict the reaction product.